Dataset: Forward reaction prediction with 1.9M reactions from USPTO patents (1976-2016). Task: Predict the product of the given reaction. (1) Given the reactants Cl[C:2]1[CH:11]=[CH:10][C:9]2[C:4](=[CH:5][CH:6]=[CH:7][CH:8]=2)[N:3]=1.[NH:12]1[CH2:17][CH2:16][NH:15][CH2:14][CH2:13]1.C(=O)([O-])[O-].[K+].[K+], predict the reaction product. The product is: [N:12]1([C:2]2[CH:11]=[CH:10][C:9]3[C:4](=[CH:5][CH:6]=[CH:7][CH:8]=3)[N:3]=2)[CH2:17][CH2:16][NH:15][CH2:14][CH2:13]1. (2) Given the reactants [C:1]([O:4][C:5]1[N:6]=[C:7]([CH3:19])[C:8]2[C:13]([CH:14]=1)=[CH:12][C:11]([O:15][CH3:16])=[C:10]([O:17][CH3:18])[CH:9]=2)(=[O:3])[CH3:2].C(OOC(=O)C1C=CC=CC=1)(=O)C1C=CC=CC=1.C1C(=O)N([Br:45])C(=O)C1, predict the reaction product. The product is: [C:1]([O:4][C:5]1[N:6]=[C:7]([CH2:19][Br:45])[C:8]2[C:13]([CH:14]=1)=[CH:12][C:11]([O:15][CH3:16])=[C:10]([O:17][CH3:18])[CH:9]=2)(=[O:3])[CH3:2]. (3) The product is: [C:21]([C:18]1[CH:19]=[CH:20][C:15]([C:14]([NH:13][CH:8]([C:5]2[CH:6]=[CH:7][C:2]([B:34]3[O:35][C:36]([CH3:38])([CH3:37])[C:32]([CH3:48])([CH3:31])[O:33]3)=[CH:3][CH:4]=2)[C:9]([O:11][CH3:12])=[O:10])=[O:25])=[CH:16][CH:17]=1)([CH3:24])([CH3:23])[CH3:22]. Given the reactants Br[C:2]1[CH:7]=[CH:6][C:5]([CH:8]([NH:13][C:14](=[O:25])[C:15]2[CH:20]=[CH:19][C:18]([C:21]([CH3:24])([CH3:23])[CH3:22])=[CH:17][CH:16]=2)[C:9]([O:11][CH3:12])=[O:10])=[CH:4][CH:3]=1.CC([O-])=O.[K+].[CH3:31][C:32]1([CH3:48])[C:36]([CH3:38])([CH3:37])[O:35][B:34]([B:34]2[O:35][C:36]([CH3:38])([CH3:37])[C:32]([CH3:48])([CH3:31])[O:33]2)[O:33]1, predict the reaction product. (4) Given the reactants [CH3:1][C:2]([O:5][C:6]([NH:8][CH2:9][C:10]([OH:12])=O)=[O:7])([CH3:4])[CH3:3].CN(C(ON1N=NC2C=CC=NC1=2)=[N+](C)C)C.F[P-](F)(F)(F)(F)F.[NH:37]1[C:46]2[C:41](=[CH:42][CH:43]=[CH:44][CH:45]=2)[CH2:40][CH2:39][CH2:38]1.CCN(C(C)C)C(C)C, predict the reaction product. The product is: [N:37]1([C:10](=[O:12])[CH2:9][NH:8][C:6](=[O:7])[O:5][C:2]([CH3:1])([CH3:3])[CH3:4])[C:46]2[C:41](=[CH:42][CH:43]=[CH:44][CH:45]=2)[CH2:40][CH2:39][CH2:38]1. (5) Given the reactants Br[C:2]1[CH:24]=[CH:23][C:5]([CH2:6][N:7]2[C:11]3([CH2:15][CH2:14][N:13]([CH:16]4[CH2:21][CH2:20][CH2:19][CH2:18][CH2:17]4)[C:12]3=[O:22])[CH2:10][CH2:9][CH2:8]2)=[CH:4][CH:3]=1.O1CCOCC1.C(O)C.[CH2:34]([NH:36][C:37]([C:39]1[N:44]=[CH:43][C:42](B(O)O)=[CH:41][CH:40]=1)=[O:38])[CH3:35].C(Cl)Cl.C(=O)([O-])[O-].[K+].[K+].O, predict the reaction product. The product is: [CH:16]1([N:13]2[CH2:14][CH2:15][C:11]3([N:7]([CH2:6][C:5]4[CH:23]=[CH:24][C:2]([C:42]5[CH:41]=[CH:40][C:39]([C:37]([NH:36][CH2:34][CH3:35])=[O:38])=[N:44][CH:43]=5)=[CH:3][CH:4]=4)[CH2:8][CH2:9][CH2:10]3)[C:12]2=[O:22])[CH2:21][CH2:20][CH2:19][CH2:18][CH2:17]1.